From a dataset of Full USPTO retrosynthesis dataset with 1.9M reactions from patents (1976-2016). Predict the reactants needed to synthesize the given product. The reactants are: C(O[C:4]([C:6]1([CH2:12][CH2:13]OC)[CH2:11][CH2:10][NH:9][CH2:8][CH2:7]1)=[O:5])C.[F:16][C:17]([F:29])([F:28])[C:18]1[CH:23]=[CH:22][CH:21]=[CH:20][C:19]=1[S:24](Cl)(=[O:26])=[O:25].[CH:30]1([C:33]2[CH:39]=[CH:38][C:36]([NH2:37])=[CH:35][CH:34]=2)[CH2:32][CH2:31]1. Given the product [CH:30]1([C:33]2[CH:39]=[CH:38][C:36]([N:37]3[CH2:13][CH2:12][C:6]4([CH2:7][CH2:8][N:9]([S:24]([C:19]5[CH:20]=[CH:21][CH:22]=[CH:23][C:18]=5[C:17]([F:29])([F:28])[F:16])(=[O:26])=[O:25])[CH2:10][CH2:11]4)[C:4]3=[O:5])=[CH:35][CH:34]=2)[CH2:32][CH2:31]1, predict the reactants needed to synthesize it.